This data is from Catalyst prediction with 721,799 reactions and 888 catalyst types from USPTO. The task is: Predict which catalyst facilitates the given reaction. (1) Reactant: [N+:1]([C:4]1[CH:5]=[N:6][NH:7][CH:8]=1)([O-:3])=[O:2].Br[CH2:10][CH2:11][CH:12]([CH3:14])[CH3:13].C(=O)([O-])[O-].[Cs+].[Cs+]. Product: [CH2:10]([N:6]1[CH:5]=[C:4]([N+:1]([O-:3])=[O:2])[CH:8]=[N:7]1)[CH2:11][CH:12]([CH3:14])[CH3:13]. The catalyst class is: 843. (2) Reactant: Cl[C:2]1[C:7]([N+:8]([O-:10])=[O:9])=[CH:6][C:5]([C:11]([F:14])([F:13])[F:12])=[CH:4][N:3]=1.[C:15]([O:22][CH3:23])(=[O:21])[CH2:16][C:17]([O:19][CH3:20])=[O:18].[H-].[Na+]. Product: [N+:8]([C:7]1[C:2]([CH:16]([C:15]([O:22][CH3:23])=[O:21])[C:17]([O:19][CH3:20])=[O:18])=[N:3][CH:4]=[C:5]([C:11]([F:14])([F:13])[F:12])[CH:6]=1)([O-:10])=[O:9]. The catalyst class is: 49. (3) Product: [NH2:29][C:26]1[CH:25]=[CH:24][C:23]([CH2:22][C@@H:4]([C:3]([OH:30])=[O:2])[NH:5][C:6]([C:8]2([CH2:13][C:14]3[CH:15]=[CH:16][C:17]([O:20][CH3:21])=[CH:18][CH:19]=3)[CH2:12][CH2:11][CH2:10][CH2:9]2)=[O:7])=[CH:28][CH:27]=1. Reactant: C[O:2][C:3](=[O:30])[C@H:4]([CH2:22][C:23]1[CH:28]=[CH:27][C:26]([NH2:29])=[CH:25][CH:24]=1)[NH:5][C:6]([C:8]1([CH2:13][C:14]2[CH:19]=[CH:18][C:17]([O:20][CH3:21])=[CH:16][CH:15]=2)[CH2:12][CH2:11][CH2:10][CH2:9]1)=[O:7].O.[OH-].[Li+]. The catalyst class is: 20. (4) Reactant: [CH3:1][N:2]1[C:11](=[O:12])[C:10]2[C:5](=[CH:6][CH:7]=[C:8]([O:13][C:14]3[CH:19]=[CH:18][C:17]([N+:20]([O-])=O)=[CH:16][CH:15]=3)[CH:9]=2)[N:4]=[CH:3]1.[H][H]. Product: [NH2:20][C:17]1[CH:18]=[CH:19][C:14]([O:13][C:8]2[CH:9]=[C:10]3[C:5](=[CH:6][CH:7]=2)[N:4]=[CH:3][N:2]([CH3:1])[C:11]3=[O:12])=[CH:15][CH:16]=1. The catalyst class is: 19. (5) Reactant: [C:1]([O:5][C:6]([N:8]1[CH2:12][CH2:11][C:10](=O)[CH2:9]1)=[O:7])([CH3:4])([CH3:3])[CH3:2].[CH3:14][NH2:15].[BH4-].[Na+]. Product: [C:1]([O:5][C:6]([N:8]1[CH2:12][CH2:11][CH:10]([NH:15][CH3:14])[CH2:9]1)=[O:7])([CH3:4])([CH3:3])[CH3:2]. The catalyst class is: 5. (6) Reactant: C(OC([C:11]1([NH2:32])[N:17]=[C:16]([C:18]2[CH:23]=[CH:22][CH:21]=[CH:20][C:19]=2[F:24])[C:15]2[CH:25]=[C:26](Br)[CH:27]=[CH:28][C:14]=2[N:13]([CH3:30])[C:12]1=[O:31])=O)C1C=CC=CC=1. Product: [NH2:32][CH:11]1[N:17]=[C:16]([C:18]2[CH:23]=[CH:22][CH:21]=[CH:20][C:19]=2[F:24])[C:15]2[CH:25]=[CH:26][CH:27]=[CH:28][C:14]=2[N:13]([CH3:30])[C:12]1=[O:31]. The catalyst class is: 43. (7) Reactant: Br[C:2]1[N:6]2[C:7]3[C:12]([N:13]=[C:14]([CH3:15])[C:5]2=[C:4]([CH3:17])[N:3]=1)=[CH:11][CH:10]=[C:9]([F:16])[CH:8]=3.[CH3:18][C:19]1(B(O)O)[CH:23]=[C:22]([CH3:24])[O:21][NH:20]1.C([O-])([O-])=O.[K+].[K+]. Product: [CH3:18][C:19]1[C:23]([C:2]2[N:6]3[C:7]4[C:12]([N:13]=[C:14]([CH3:15])[C:5]3=[C:4]([CH3:17])[N:3]=2)=[CH:11][CH:10]=[C:9]([F:16])[CH:8]=4)=[C:22]([CH3:24])[O:21][N:20]=1. The catalyst class is: 73. (8) Reactant: Cl.O1CCOCC1.C(OC(=O)[NH:14][CH2:15][C:16]1[CH:25]=[CH:24][CH:23]=[C:22]2[C:17]=1[CH:18]=[C:19]([C:27]1[CH:32]=[CH:31][C:30]([CH2:33][N:34]3[CH:38]=[CH:37][N:36]=[C:35]3[CH2:39][O:40][CH3:41])=[CH:29][CH:28]=1)[NH:20][C:21]2=[O:26])(C)(C)C. Product: [NH2:14][CH2:15][C:16]1[CH:25]=[CH:24][CH:23]=[C:22]2[C:17]=1[CH:18]=[C:19]([C:27]1[CH:32]=[CH:31][C:30]([CH2:33][N:34]3[CH:38]=[CH:37][N:36]=[C:35]3[CH2:39][O:40][CH3:41])=[CH:29][CH:28]=1)[NH:20][C:21]2=[O:26]. The catalyst class is: 5. (9) Reactant: [CH2:1]([S:8][C:9]1[NH:10][CH:11]=[C:12]([C:14]2[CH:15]=[C:16]([C:20]3([CH3:34])[CH2:25][CH2:24][N:23]([C:26](=O)[CH2:27][CH2:28][CH2:29][CH2:30][CH3:31])[CH2:22][CH:21]3[CH3:33])[CH:17]=[CH:18][CH:19]=2)[N:13]=1)[C:2]1[CH:7]=[CH:6][CH:5]=[CH:4][CH:3]=1.[H-].[Al+3].[Li+].[H-].[H-].[H-]. Product: [CH2:1]([S:8][C:9]1[NH:10][CH:11]=[C:12]([C:14]2[CH:15]=[C:16]([C:20]3([CH3:34])[CH2:25][CH2:24][N:23]([CH2:26][CH2:27][CH2:28][CH2:29][CH2:30][CH3:31])[CH2:22][CH:21]3[CH3:33])[CH:17]=[CH:18][CH:19]=2)[N:13]=1)[C:2]1[CH:7]=[CH:6][CH:5]=[CH:4][CH:3]=1. The catalyst class is: 7. (10) Reactant: [CH3:1][O:2][C:3]1[CH:4]=[CH:5][C:6]([CH3:13])=[C:7]2[C:11]=1[C:10](=O)[CH2:9][CH2:8]2.Cl.[NH2:15][OH:16].C([O-])(=O)C.[Na+].O. Product: [CH3:1][O:2][C:3]1[CH:4]=[CH:5][C:6]([CH3:13])=[C:7]2[C:11]=1[C:10](=[N:15][OH:16])[CH2:9][CH2:8]2. The catalyst class is: 8.